This data is from Forward reaction prediction with 1.9M reactions from USPTO patents (1976-2016). The task is: Predict the product of the given reaction. (1) Given the reactants Cl.[C@H:2]12[CH2:8][C@H:5]([NH:6][CH2:7]1)[CH2:4][N:3]2[C:9]([NH2:11])=[O:10].CCN(CC)CC.[S:19]1[C:23]2[CH:24]=[CH:25][CH:26]=[CH:27][C:22]=2[N:21]=[C:20]1[O:28][C:29]1[CH:36]=[CH:35][C:32]([CH:33]=O)=[CH:31][CH:30]=1.C(O[BH-](OC(=O)C)OC(=O)C)(=O)C.[Na+], predict the reaction product. The product is: [S:19]1[C:23]2[CH:24]=[CH:25][CH:26]=[CH:27][C:22]=2[N:21]=[C:20]1[O:28][C:29]1[CH:36]=[CH:35][C:32]([CH2:33][N:6]2[CH2:7][C@@H:2]3[CH2:8][C@H:5]2[CH2:4][N:3]3[C:9]([NH2:11])=[O:10])=[CH:31][CH:30]=1. (2) Given the reactants [Br:1][C:2]1[CH:7]=[CH:6][C:5]([C:8](=O)[CH2:9][N:10]2[CH:14]=[CH:13][CH:12]=[C:11]2[C:15]([OH:17])=O)=[CH:4][CH:3]=1.[CH2:19]([NH2:22])[CH2:20][NH2:21], predict the reaction product. The product is: [Br:1][C:2]1[CH:3]=[CH:4][C:5]([C:8]23[NH:22][CH2:19][CH2:20][N:21]2[C:15](=[O:17])[C:11]2[N:10]([CH:14]=[CH:13][CH:12]=2)[CH2:9]3)=[CH:6][CH:7]=1. (3) The product is: [F:1][C:2]1[CH:7]=[CH:6][C:5]([C:14]2[CH:15]=[CH:16][C:11]([C:9]#[N:10])=[CH:12][CH:13]=2)=[CH:4][N:3]=1. Given the reactants [F:1][C:2]1[CH:7]=[CH:6][C:5](Br)=[CH:4][N:3]=1.[C:9]([C:11]1[CH:16]=[CH:15][C:14](B(O)O)=[CH:13][CH:12]=1)#[N:10], predict the reaction product.